Dataset: Forward reaction prediction with 1.9M reactions from USPTO patents (1976-2016). Task: Predict the product of the given reaction. (1) Given the reactants C[O:2][C:3]1[CH2:8][C:7]([CH3:10])([CH3:9])[CH2:6][C:5](=O)[CH:4]=1.[H-].C([Al+]CC(C)C)C(C)C.[Cl-].[NH4+].S([O-])([O-])(=O)=O.[Mg+2], predict the reaction product. The product is: [CH3:9][C:7]1([CH3:10])[CH2:8][C:3](=[O:2])[CH:4]=[CH:5][CH2:6]1. (2) Given the reactants [O:1]1[C:5]2[CH:6]=[CH:7][CH:8]=[CH:9][C:4]=2[C:3]([N:10]2[CH2:15][CH2:14][N:13]([CH2:16][CH2:17][CH2:18][C:19]3[CH:20]=[C:21]4[C:25](=[CH:26][CH:27]=3)[C:24]([CH3:29])([CH3:28])[C:23](=[O:30])[C:22]4([CH3:32])[CH3:31])[CH2:12][CH2:11]2)=[N:2]1.[BH4-].[Na+], predict the reaction product. The product is: [O:1]1[C:5]2[CH:6]=[CH:7][CH:8]=[CH:9][C:4]=2[C:3]([N:10]2[CH2:15][CH2:14][N:13]([CH2:16][CH2:17][CH2:18][C:19]3[CH:20]=[C:21]4[C:25](=[CH:26][CH:27]=3)[C:24]([CH3:28])([CH3:29])[CH:23]([OH:30])[C:22]4([CH3:32])[CH3:31])[CH2:12][CH2:11]2)=[N:2]1. (3) Given the reactants [NH2:1][CH2:2][CH:3]([OH:14])[CH2:4][O:5][C:6]1[CH:13]=[CH:12][C:9]([C:10]#[N:11])=[CH:8][CH:7]=1.[C:15](O[C:23]([O:25][C:26]([CH3:29])([CH3:28])[CH3:27])=[O:24])(OC(C)(C)C)=O.[Na+].[Cl-], predict the reaction product. The product is: [CH:6]([O:5][CH:4]([CH3:3])[CH3:15])([CH3:7])[CH3:13].[C:10]([C:9]1[CH:12]=[CH:13][C:6]([O:5][CH2:4][CH:3]([OH:14])[CH2:2][NH:1][C:23](=[O:24])[O:25][C:26]([CH3:27])([CH3:28])[CH3:29])=[CH:7][CH:8]=1)#[N:11]. (4) Given the reactants [Cl:1][C:2]1[C:11]2[C:6](=[CH:7][C:8]([C:12]([O:14][CH2:15][CH3:16])=[O:13])=[CH:9][CH:10]=2)[C:5](=O)[NH:4][CH:3]=1.O.O=P(Cl)(Cl)[Cl:21], predict the reaction product. The product is: [Cl:21][C:5]1[C:6]2[C:11](=[CH:10][CH:9]=[C:8]([C:12]([O:14][CH2:15][CH3:16])=[O:13])[CH:7]=2)[C:2]([Cl:1])=[CH:3][N:4]=1.